This data is from Full USPTO retrosynthesis dataset with 1.9M reactions from patents (1976-2016). The task is: Predict the reactants needed to synthesize the given product. (1) Given the product [CH:1]1([N:4]2[C:8]([C:9]([N:11]3[CH2:16][CH2:15][CH:14]([N:17]4[CH2:21][CH2:20][CH2:19][CH2:18]4)[CH2:13][CH2:12]3)=[O:10])=[C:7]([C:22]3[CH:23]=[N:24][C:25]([OH:41])=[N:26][CH:27]=3)[N:6]=[C:5]2[C:30]2[CH:35]=[CH:34][C:33]([O:36][C:37]([F:40])([F:39])[F:38])=[CH:32][CH:31]=2)[CH2:3][CH2:2]1, predict the reactants needed to synthesize it. The reactants are: [CH:1]1([N:4]2[C:8]([C:9]([N:11]3[CH2:16][CH2:15][CH:14]([N:17]4[CH2:21][CH2:20][CH2:19][CH2:18]4)[CH2:13][CH2:12]3)=[O:10])=[C:7]([C:22]3[CH:23]=[N:24][C:25](SC)=[N:26][CH:27]=3)[N:6]=[C:5]2[C:30]2[CH:35]=[CH:34][C:33]([O:36][C:37]([F:40])([F:39])[F:38])=[CH:32][CH:31]=2)[CH2:3][CH2:2]1.[OH-:41].[Na+]. (2) The reactants are: [F:1][C:2]([F:14])([F:13])[C:3]([C:5]1[CH:6]=[C:7]([C:10]([OH:12])=O)[S:8][CH:9]=1)=[O:4].C1C=CC2N(O)N=NC=2C=1.CCN=C=NCCCN(C)C.[CH3:36][O:37][C:38]1[CH:45]=[CH:44][C:41]([CH2:42][NH2:43])=[CH:40][CH:39]=1. Given the product [CH3:36][O:37][C:38]1[CH:45]=[CH:44][C:41]([CH2:42][NH:43][C:10]([C:7]2[S:8][CH:9]=[C:5]([C:3](=[O:4])[C:2]([F:1])([F:14])[F:13])[CH:6]=2)=[O:12])=[CH:40][CH:39]=1, predict the reactants needed to synthesize it. (3) The reactants are: [Cl:1][C:2]1[CH:10]=[CH:9][C:5]([C:6]([OH:8])=[O:7])=[CH:4][N:3]=1.[CH3:11][Si](C=[N+]=[N-])(C)C. Given the product [Cl:1][C:2]1[CH:10]=[CH:9][C:5]([C:6]([O:8][CH3:11])=[O:7])=[CH:4][N:3]=1, predict the reactants needed to synthesize it. (4) The reactants are: [C:1]([C:3]1[CH:4]=[C:5]2[C:9](=[CH:10][CH:11]=1)[CH:8]([NH:12][C:13](=[O:36])[CH2:14][CH:15]([NH:22][S:23]([C:26]1[CH:35]=[CH:34][C:33]3[C:28](=[CH:29][CH:30]=[CH:31][CH:32]=3)[CH:27]=1)(=[O:25])=[O:24])[C:16]1[CH:21]=[CH:20][CH:19]=[CH:18][CH:17]=1)[CH2:7][CH2:6]2)#[N:2].[ClH:37]. Given the product [ClH:37].[NH2:2][CH2:1][C:3]1[CH:4]=[C:5]2[C:9](=[CH:10][CH:11]=1)[CH:8]([NH:12][C:13](=[O:36])[CH2:14][CH:15]([NH:22][S:23]([C:26]1[CH:35]=[CH:34][C:33]3[C:28](=[CH:29][CH:30]=[CH:31][CH:32]=3)[CH:27]=1)(=[O:25])=[O:24])[C:16]1[CH:17]=[CH:18][CH:19]=[CH:20][CH:21]=1)[CH2:7][CH2:6]2, predict the reactants needed to synthesize it. (5) Given the product [CH2:9]([O:8][P:6]([CH:11]([O:17][CH3:2])[C:12]([O:14][CH2:15][CH3:16])=[O:13])([O:5][CH2:3][CH3:4])=[O:7])[CH3:10], predict the reactants needed to synthesize it. The reactants are: I[CH3:2].[CH2:3]([O:5][P:6]([CH:11]([OH:17])[C:12]([O:14][CH2:15][CH3:16])=[O:13])([O:8][CH2:9][CH3:10])=[O:7])[CH3:4]. (6) Given the product [C:1]([O:5][C:6](=[O:45])[NH:7][C@:8]([CH3:44])([C:23]1[CH:32]=[CH:31][C:30]2[C:25](=[CH:26][CH:27]=[C:28]([O:33][C@H:34]3[CH2:35][CH2:36][C@H:37]([C:40]([F:41])([F:42])[F:43])[CH2:38][CH2:39]3)[C:29]=2[C:66]([F:69])([F:68])[F:67])[CH:24]=1)[CH2:9][O:10][P:11]([O:18][C:19]([CH3:22])([CH3:21])[CH3:20])([O:13][C:14]([CH3:15])([CH3:16])[CH3:17])=[O:12])([CH3:2])([CH3:3])[CH3:4], predict the reactants needed to synthesize it. The reactants are: [C:1]([O:5][C:6](=[O:45])[NH:7][C@:8]([CH3:44])([C:23]1[CH:32]=[CH:31][C:30]2[C:25](=[CH:26][CH:27]=[C:28]([O:33][C@H:34]3[CH2:39][CH2:38][C@H:37]([C:40]([F:43])([F:42])[F:41])[CH2:36][CH2:35]3)[CH:29]=2)[CH:24]=1)[CH2:9][O:10][P:11]([O:18][C:19]([CH3:22])([CH3:21])[CH3:20])([O:13][C:14]([CH3:17])([CH3:16])[CH3:15])=[O:12])([CH3:4])([CH3:3])[CH3:2].C(OC(=O)N[C@](C)(C1C=CC2C(=CC=C(O[C@H]3CC[C@H]([C:66]([F:69])([F:68])[F:67])CC3)C=2[C:66]([F:69])([F:68])[F:67])C=1)CO)(C)(C)C. (7) Given the product [F:1][C:2]([F:19])([F:20])[C:3]1[CH:4]=[C:5]([C:9]2[CH2:18][CH2:17][C:12](=[O:13])[CH2:11][CH:10]=2)[CH:6]=[CH:7][CH:8]=1, predict the reactants needed to synthesize it. The reactants are: [F:1][C:2]([F:20])([F:19])[C:3]1[CH:4]=[C:5]([C:9]2[CH2:18][CH2:17][C:12]3(OCC[O:13]3)[CH2:11][CH:10]=2)[CH:6]=[CH:7][CH:8]=1.C(O)(C(F)(F)F)=O.CCOC(C)=O. (8) Given the product [C:1]([CH2:3][CH2:4][CH2:5][CH2:6][CH2:7][CH2:8][N:9]1[C@@H:13](/[CH:14]=[CH:15]/[CH:16]([OH:24])[CH2:17][C:18]2[CH:19]=[CH:20][CH:21]=[CH:22][CH:23]=2)[CH2:12][N:11]([C:25]([O:27][CH3:28])=[O:26])[C:10]1=[O:35])#[N:2], predict the reactants needed to synthesize it. The reactants are: [C:1]([CH2:3][CH2:4][CH2:5][CH2:6][CH2:7][CH2:8][N:9]1[C@@H:13](/[CH:14]=[CH:15]/[C:16](=[O:24])[CH2:17][C:18]2[CH:23]=[CH:22][CH:21]=[CH:20][CH:19]=2)[CH2:12][N:11]([C:25]([O:27][CH2:28]C2C=CC=CC=2)=[O:26])[C:10]1=[O:35])#[N:2].[BH4-].[Na+].CC(C)=O.